This data is from Reaction yield outcomes from USPTO patents with 853,638 reactions. The task is: Predict the reaction yield, written as a fraction of the theoretical maximum amount of product (1.0 means a 100% yield; for example, 0.34 means a 34% yield). The reactants are [C:1]([Si:5](Cl)([CH3:7])[CH3:6])([CH3:4])([CH3:3])[CH3:2].CCN(CC)CC.[CH2:16]1[O:18][C@H:17]1[CH2:19][OH:20]. The catalyst is C(Cl)Cl.CCOCC. The product is [C:1]([Si:5]([CH3:7])([CH3:6])[O:20][CH2:19][C@H:17]1[CH2:16][O:18]1)([CH3:4])([CH3:3])[CH3:2]. The yield is 0.790.